Predict which catalyst facilitates the given reaction. From a dataset of Catalyst prediction with 721,799 reactions and 888 catalyst types from USPTO. (1) Reactant: Br[CH:2]([C:12]1[CH:17]=[N:16][CH:15]=[C:14]([CH3:18])[N:13]=1)[CH:3](Br)[C:4]1[CH:9]=[CH:8][CH:7]=[C:6]([F:10])[CH:5]=1.C1CCN2C(=NCCC2)CC1.CCCCCC.C(OCC)(=O)C. Product: [F:10][C:6]1[CH:5]=[C:4]([C:3]#[C:2][C:12]2[CH:17]=[N:16][CH:15]=[C:14]([CH3:18])[N:13]=2)[CH:9]=[CH:8][CH:7]=1. The catalyst class is: 1. (2) Reactant: [NH:1]1[CH:5]=[C:4]([CH:6]=[O:7])[N:3]=[CH:2]1.[H-].[Na+].Br[CH2:11][CH2:12][C:13]1[CH:18]=[CH:17][CH:16]=[CH:15][CH:14]=1. Product: [C:13]1([CH2:12][CH2:11][N:1]2[CH:5]=[C:4]([CH:6]=[O:7])[N:3]=[CH:2]2)[CH:18]=[CH:17][CH:16]=[CH:15][CH:14]=1. The catalyst class is: 7. (3) The catalyst class is: 5. Product: [ClH:42].[OH:21][C:18]1[CH:17]=[CH:16][C:15]([CH2:14][N:13]([C:28]2[CH:33]=[CH:32][C:31]([O:34][CH2:35][CH2:36][N:37]3[CH2:38][CH2:39][CH2:40][CH2:41]3)=[CH:30][CH:29]=2)[S:10]([C:3]2[C:4]([CH3:9])=[CH:5][C:6]([CH3:8])=[CH:7][C:2]=2[CH3:1])(=[O:12])=[O:11])=[CH:20][CH:19]=1. Reactant: [CH3:1][C:2]1[CH:7]=[C:6]([CH3:8])[CH:5]=[C:4]([CH3:9])[C:3]=1[S:10]([N:13]([C:28]1[CH:33]=[CH:32][C:31]([O:34][CH2:35][CH2:36][N:37]2[CH2:41][CH2:40][CH2:39][CH2:38]2)=[CH:30][CH:29]=1)[CH2:14][C:15]1[CH:20]=[CH:19][C:18]([O:21]C2CCCCO2)=[CH:17][CH:16]=1)(=[O:12])=[O:11].[ClH:42]. (4) Reactant: F[C:2](F)(F)C(O)=O.[CH3:8][O:9][C:10](=[O:19])[C:11](=[CH2:18])[CH:12]([O:14][C:15](=[O:17])[CH3:16])[CH3:13].CO[CH2:22][N:23]([CH2:28][C:29]1[CH:34]=[CH:33][CH:32]=[CH:31][CH:30]=1)[Si](C)(C)C. Product: [CH3:8][O:9][C:10]([C:11]1([CH:12]([O:14][C:15](=[O:17])[CH3:16])[CH3:13])[CH2:2][CH2:22][N:23]([CH2:28][C:29]2[CH:34]=[CH:33][CH:32]=[CH:31][CH:30]=2)[CH2:18]1)=[O:19]. The catalyst class is: 2. (5) Reactant: [CH3:1][N:2]1[CH:6]=[C:5]([C:7]2[CH:20]=[CH:19][C:10]3[N:11]=[C:12]([N:14]4[CH2:17][C:16](=O)[CH2:15]4)[S:13][C:9]=3[CH:8]=2)[CH:4]=[N:3]1.[NH:21]1[CH2:25][CH2:24][CH2:23][CH2:22]1.C(O)(=O)C.C(O[BH-](OC(=O)C)OC(=O)C)(=O)C.[Na+]. Product: [CH3:1][N:2]1[CH:6]=[C:5]([C:7]2[CH:20]=[CH:19][C:10]3[N:11]=[C:12]([N:14]4[CH2:17][CH:16]([N:21]5[CH2:25][CH2:24][CH2:23][CH2:22]5)[CH2:15]4)[S:13][C:9]=3[CH:8]=2)[CH:4]=[N:3]1. The catalyst class is: 11. (6) Reactant: [CH:1]1([C:4]2[C:9]([F:10])=[C:8]([CH2:11][NH:12]C(=O)OC(C)(C)C)[CH:7]=[C:6]([C:20]([F:23])([F:22])[F:21])[N:5]=2)[CH2:3][CH2:2]1.[ClH:24]. Product: [ClH:24].[CH:1]1([C:4]2[C:9]([F:10])=[C:8]([CH2:11][NH2:12])[CH:7]=[C:6]([C:20]([F:22])([F:23])[F:21])[N:5]=2)[CH2:3][CH2:2]1. The catalyst class is: 12. (7) Reactant: [CH:1]([C:4]1[CH:5]=[C:6]([CH:9]=[C:10]([CH:13]([CH3:15])[CH3:14])[C:11]=1[OH:12])[CH:7]=O)([CH3:3])[CH3:2].[C:16]1([CH2:22][CH2:23][CH2:24][NH:25][C:26](=[S:30])[CH2:27][C:28]#[N:29])[CH:21]=[CH:20][CH:19]=[CH:18][CH:17]=1.NCCC(O)=O. Product: [CH:1]([C:4]1[CH:5]=[C:6](/[CH:7]=[C:27](/[C:26]([NH:25][CH2:24][CH2:23][CH2:22][C:16]2[CH:17]=[CH:18][CH:19]=[CH:20][CH:21]=2)=[S:30])\[C:28]#[N:29])[CH:9]=[C:10]([CH:13]([CH3:15])[CH3:14])[C:11]=1[OH:12])([CH3:3])[CH3:2]. The catalyst class is: 8.